Dataset: Forward reaction prediction with 1.9M reactions from USPTO patents (1976-2016). Task: Predict the product of the given reaction. (1) Given the reactants [CH:1]1([CH2:5][O:6][C:7]2[C:12]3[C:13]([O:16][CH2:17][CH:18]4[CH2:23][CH2:22][NH:21][CH2:20][CH2:19]4)=[N:14][O:15][C:11]=3[CH:10]=[CH:9][CH:8]=2)[CH2:4][CH2:3][CH2:2]1.[CH:24]([C:26]1([C:32]([O:34][CH3:35])=[O:33])[CH2:31][CH2:30][O:29][CH2:28][CH2:27]1)=O.C(C1(C(OC)=O)CCC1)=O, predict the reaction product. The product is: [CH:1]1([CH2:5][O:6][C:7]2[C:12]3[C:13]([O:16][CH2:17][CH:18]4[CH2:19][CH2:20][N:21]([CH2:24][C:26]5([C:32]([O:34][CH3:35])=[O:33])[CH2:31][CH2:30][O:29][CH2:28][CH2:27]5)[CH2:22][CH2:23]4)=[N:14][O:15][C:11]=3[CH:10]=[CH:9][CH:8]=2)[CH2:2][CH2:3][CH2:4]1. (2) The product is: [Cl:1][C:2]1[S:6](=[O:37])(=[O:40])[C:5]([C:7]([C:13]2[CH:14]=[C:15]3[C:19](=[CH:20][CH:21]=2)[N:18]([C:22]2[CH:23]=[CH:24][C:25]([F:28])=[CH:26][CH:27]=2)[N:17]=[CH:16]3)([OH:12])[C:8]([F:10])([F:11])[F:9])=[CH:4][CH:3]=1. Given the reactants [Cl:1][C:2]1[S:6][C:5]([C:7]([C:13]2[CH:14]=[C:15]3[C:19](=[CH:20][CH:21]=2)[N:18]([C:22]2[CH:27]=[CH:26][C:25]([F:28])=[CH:24][CH:23]=2)[N:17]=[CH:16]3)([OH:12])[C:8]([F:11])([F:10])[F:9])=[CH:4][CH:3]=1.ClC1C=CC=C(C(OO)=[O:37])C=1.[OH2:40], predict the reaction product. (3) Given the reactants [ClH:1].O1[CH2:7][CH2:6][N:5]([CH2:8][CH2:9][O:10][C:11]2[CH:19]=[C:18]3[C:14]([C:15]([C:27]4[CH:32]=[C:31]([F:33])[CH:30]=[C:29]([F:34])[CH:28]=4)=[C:16]([C:21]4[CH:22]=[N:23][CH:24]=[CH:25][CH:26]=4)[C:17]3=[O:20])=[CH:13][CH:12]=2)[CH2:4][CH2:3]1.Br[C:36]1[C:37](=O)[C:38]2C([C:44]=1C1C=CC=CC=1)=CC=C(O)C=2.[CH3:53][S:54]([N:57]1CCN(CCO)CC1)(=[O:56])=[O:55], predict the reaction product. The product is: [ClH:1].[F:33][C:31]1[CH:32]=[C:27]([C:15]2[C:14]3[C:18](=[CH:19][C:11]([O:10][CH2:9][CH2:8][N:5]4[CH2:6][CH2:7][N:57]([S:54]([CH3:53])(=[O:56])=[O:55])[CH2:3][CH2:4]4)=[CH:12][CH:13]=3)[C:17](=[O:20])[C:16]=2[C:21]2[CH:22]=[N:23][C:24]3[C:25]([CH:26]=2)=[CH:38][CH:37]=[CH:36][CH:44]=3)[CH:28]=[C:29]([F:34])[CH:30]=1. (4) Given the reactants Cl.[Br:2][C:3]1[CH:8]=[CH:7][CH:6]=[CH:5][C:4]=1[NH:9]N.[C:11]([CH2:14][CH2:15][CH2:16][CH2:17][C:18]([OH:20])=[O:19])(=O)[CH3:12].S(=O)(=O)(O)O.C(=O)([O-])O.[Na+].[CH2:31](O)[CH3:32], predict the reaction product. The product is: [Br:2][C:3]1[CH:8]=[CH:7][CH:6]=[C:5]2[C:4]=1[NH:9][C:11]([CH3:12])=[C:14]2[CH2:15][CH2:16][CH2:17][C:18]([O:20][CH2:31][CH3:32])=[O:19]. (5) Given the reactants NC1N=CN=C2N(C(C3OC(=O)C4C(C=3C3C=CC=CC=3)=CC=CC=4)C)N=C(C3C=NC(N)=NC=3)C=12.[NH2:37][C:38]1[N:43]=[CH:42][N:41]=[C:40]2[N:44]([CH:48]([C:50]3[O:51][C:52](=[O:67])[C:53]4[C:58]([C:59]=3[CH2:60][C:61]3[CH:66]=[CH:65][CH:64]=[CH:63][CH:62]=3)=[CH:57][CH:56]=[CH:55][CH:54]=4)[CH3:49])[N:45]=[C:46](I)[C:39]=12.[F:68][C:69]1[CH:70]=[C:71](B(O)O)[CH:72]=[C:73]([OH:75])[CH:74]=1, predict the reaction product. The product is: [NH2:37][C:38]1[N:43]=[CH:42][N:41]=[C:40]2[N:44]([CH:48]([C:50]3[O:51][C:52](=[O:67])[C:53]4[C:58]([C:59]=3[CH2:60][C:61]3[CH:66]=[CH:65][CH:64]=[CH:63][CH:62]=3)=[CH:57][CH:56]=[CH:55][CH:54]=4)[CH3:49])[N:45]=[C:46]([C:71]3[CH:72]=[C:73]([OH:75])[CH:74]=[C:69]([F:68])[CH:70]=3)[C:39]=12. (6) Given the reactants [NH2:1][C:2]1[CH:3]=[C:4]([C:8](=[O:13])[C:9]([F:12])([F:11])[F:10])[CH:5]=[CH:6][CH:7]=1.[H][H], predict the reaction product. The product is: [NH2:1][C:2]1[CH:3]=[C:4]([CH:8]([OH:13])[C:9]([F:10])([F:11])[F:12])[CH:5]=[CH:6][CH:7]=1.